Dataset: Catalyst prediction with 721,799 reactions and 888 catalyst types from USPTO. Task: Predict which catalyst facilitates the given reaction. (1) Reactant: [NH2:1][CH2:2][C:3]1[CH:8]=[CH:7][N:6]=[C:5]([NH2:9])[CH:4]=1.CCN(CC)CC.[CH3:17][C:18]([O:21][C:22](O[C:22]([O:21][C:18]([CH3:20])([CH3:19])[CH3:17])=[O:23])=[O:23])([CH3:20])[CH3:19]. Product: [C:18]([O:21][C:22](=[O:23])[NH:1][CH2:2][C:3]1[CH:8]=[CH:7][N:6]=[C:5]([NH2:9])[CH:4]=1)([CH3:20])([CH3:19])[CH3:17]. The catalyst class is: 5. (2) Reactant: [OH:1][C:2]1[CH:11]=[CH:10][C:5]([C:6]([O:8][CH3:9])=[O:7])=[CH:4][C:3]=1I.CN(C)C(=N)N(C)C.[C:21]1([C:27]#[CH:28])[CH:26]=[CH:25][CH:24]=[CH:23][CH:22]=1.Cl. The catalyst class is: 654. Product: [CH3:9][O:8][C:6]([C:5]1[CH:10]=[CH:11][C:2]2[O:1][C:27]([C:21]3[CH:26]=[CH:25][CH:24]=[CH:23][CH:22]=3)=[CH:28][C:3]=2[CH:4]=1)=[O:7]. (3) Reactant: CC1(C)C(C)(C)OB([C:9]2[CH:30]=[CH:29][C:12]([O:13][CH2:14][C:15]3[C:20]([CH3:21])=[CH:19][CH:18]=[CH:17][C:16]=3[N:22]3[C:26](=[O:27])[N:25]([CH3:28])[N:24]=[N:23]3)=[C:11]([CH3:31])[CH:10]=2)O1.[OH-].[Na+].OO.S([O-])([O-])(=[O:39])=S.[Na+].[Na+]. The catalyst class is: 132. Product: [OH:39][C:9]1[CH:30]=[CH:29][C:12]([O:13][CH2:14][C:15]2[C:20]([CH3:21])=[CH:19][CH:18]=[CH:17][C:16]=2[N:22]2[C:26](=[O:27])[N:25]([CH3:28])[N:24]=[N:23]2)=[C:11]([CH3:31])[CH:10]=1. (4) Reactant: [Li+].[CH3:2][Si]([N-][Si](C)(C)C)(C)C.[Si:11]([O:18][C@H:19]1[C:23](=[O:24])[N:22]([C:25]([O:27][C:28]([CH3:31])([CH3:30])[CH3:29])=[O:26])[C@H:21]([C:32]([O:34][CH3:35])=[O:33])[CH2:20]1)([C:14]([CH3:17])([CH3:16])[CH3:15])([CH3:13])[CH3:12].IC. Product: [Si:11]([O:18][C:19]1([CH3:2])[C:23](=[O:24])[N:22]([C:25]([O:27][C:28]([CH3:29])([CH3:31])[CH3:30])=[O:26])[C@H:21]([C:32]([O:34][CH3:35])=[O:33])[CH2:20]1)([C:14]([CH3:17])([CH3:16])[CH3:15])([CH3:12])[CH3:13]. The catalyst class is: 1. (5) Reactant: COC[NH:4][C:5]([C:7]1[S:15][C:14]2[C:9](=[N:10][CH:11]=[CH:12][C:13]=2[Cl:16])[CH:8]=1)=[S:6].Cl. Product: [Cl:16][C:13]1[CH:12]=[CH:11][N:10]=[C:9]2[CH:8]=[C:7]([C:5](=[S:6])[NH2:4])[S:15][C:14]=12. The catalyst class is: 1. (6) Reactant: CC1C=C(C)C=C(C)N=1.ON1C2C=CC=CC=2N=N1.[O:20]1[CH2:24][CH2:23][CH2:22][CH:21]1[O:25][CH2:26][C:27]([O:29][CH2:30][CH3:31])=[O:28].[O:32]([C:43]1[CH:48]=[C:47]([CH2:49][O:50][CH:51]2[CH2:55][CH2:54][CH2:53][O:52]2)[CH:46]=[CH:45][C:44]=1[CH2:56][C:57]1[CH:62]=[CH:61][C:60]([CH2:63][CH3:64])=[CH:59][CH:58]=1)[C@@H:33]1[O:40][C@H](CO)[CH2:38][C@H:36]([OH:37])[C@H:34]1[OH:35].Cl.C(N=C=NCCCN(C)C)C. Product: [O:20]1[CH2:24][CH2:23][CH2:22][CH:21]1[O:25][CH2:26][C:27]([O:29][CH2:30][C@H:31]1[O:40][C@@H:33]([O:32][C:43]2[CH:48]=[C:47]([CH2:49][O:50][CH:51]3[CH2:55][CH2:54][CH2:53][O:52]3)[CH:46]=[CH:45][C:44]=2[CH2:56][C:57]2[CH:58]=[CH:59][C:60]([CH2:63][CH3:64])=[CH:61][CH:62]=2)[C@H:34]([OH:35])[C@@H:36]([OH:37])[CH2:38]1)=[O:28]. The catalyst class is: 84. (7) Reactant: [Br:1][C:2]1[CH:7]=[CH:6][C:5]([NH:8][C:9](=[O:22])[CH2:10][O:11][C:12]2[CH:21]=[CH:20][CH:19]=[CH:18][C:13]=2[C:14]([O:16]C)=[O:15])=[CH:4][CH:3]=1.[OH-].[K+]. Product: [Br:1][C:2]1[CH:3]=[CH:4][C:5]([NH:8][C:9](=[O:22])[CH2:10][O:11][C:12]2[CH:21]=[CH:20][CH:19]=[CH:18][C:13]=2[C:14]([OH:16])=[O:15])=[CH:6][CH:7]=1. The catalyst class is: 193.